Dataset: NCI-60 drug combinations with 297,098 pairs across 59 cell lines. Task: Regression. Given two drug SMILES strings and cell line genomic features, predict the synergy score measuring deviation from expected non-interaction effect. (1) Drug 1: C1=CC(=CC=C1CCC2=CNC3=C2C(=O)NC(=N3)N)C(=O)NC(CCC(=O)O)C(=O)O. Drug 2: CN1C2=C(C=C(C=C2)N(CCCl)CCCl)N=C1CCCC(=O)O.Cl. Cell line: CCRF-CEM. Synergy scores: CSS=50.5, Synergy_ZIP=-1.89, Synergy_Bliss=-0.836, Synergy_Loewe=-8.58, Synergy_HSA=1.13. (2) Drug 1: C1=CC(=CC=C1CCC2=CNC3=C2C(=O)NC(=N3)N)C(=O)NC(CCC(=O)O)C(=O)O. Drug 2: COCCOC1=C(C=C2C(=C1)C(=NC=N2)NC3=CC=CC(=C3)C#C)OCCOC.Cl. Cell line: MCF7. Synergy scores: CSS=26.0, Synergy_ZIP=1.32, Synergy_Bliss=0.0994, Synergy_Loewe=-0.448, Synergy_HSA=0.754. (3) Drug 1: C1CCC(C1)C(CC#N)N2C=C(C=N2)C3=C4C=CNC4=NC=N3. Drug 2: CC1=C(N=C(N=C1N)C(CC(=O)N)NCC(C(=O)N)N)C(=O)NC(C(C2=CN=CN2)OC3C(C(C(C(O3)CO)O)O)OC4C(C(C(C(O4)CO)O)OC(=O)N)O)C(=O)NC(C)C(C(C)C(=O)NC(C(C)O)C(=O)NCCC5=NC(=CS5)C6=NC(=CS6)C(=O)NCCC[S+](C)C)O. Cell line: MOLT-4. Synergy scores: CSS=6.43, Synergy_ZIP=-2.85, Synergy_Bliss=-2.56, Synergy_Loewe=-3.60, Synergy_HSA=-1.98. (4) Drug 1: C1=CC(=CC=C1CCC2=CNC3=C2C(=O)NC(=N3)N)C(=O)NC(CCC(=O)O)C(=O)O. Drug 2: B(C(CC(C)C)NC(=O)C(CC1=CC=CC=C1)NC(=O)C2=NC=CN=C2)(O)O. Cell line: A498. Synergy scores: CSS=18.4, Synergy_ZIP=-5.15, Synergy_Bliss=-5.82, Synergy_Loewe=-2.86, Synergy_HSA=-2.62. (5) Drug 1: CC1CCC2CC(C(=CC=CC=CC(CC(C(=O)C(C(C(=CC(C(=O)CC(OC(=O)C3CCCCN3C(=O)C(=O)C1(O2)O)C(C)CC4CCC(C(C4)OC)OCCO)C)C)O)OC)C)C)C)OC. Drug 2: CNC(=O)C1=NC=CC(=C1)OC2=CC=C(C=C2)NC(=O)NC3=CC(=C(C=C3)Cl)C(F)(F)F. Cell line: NCI-H322M. Synergy scores: CSS=3.63, Synergy_ZIP=-3.29, Synergy_Bliss=-3.72, Synergy_Loewe=-21.6, Synergy_HSA=-5.95. (6) Drug 1: CC1=C2C(C(=O)C3(C(CC4C(C3C(C(C2(C)C)(CC1OC(=O)C(C(C5=CC=CC=C5)NC(=O)OC(C)(C)C)O)O)OC(=O)C6=CC=CC=C6)(CO4)OC(=O)C)O)C)O. Drug 2: C(CN)CNCCSP(=O)(O)O. Cell line: OVCAR-5. Synergy scores: CSS=27.7, Synergy_ZIP=2.88, Synergy_Bliss=-5.33, Synergy_Loewe=-43.6, Synergy_HSA=-5.05. (7) Drug 1: C1C(C(OC1N2C=NC3=C(N=C(N=C32)Cl)N)CO)O. Drug 2: N.N.Cl[Pt+2]Cl. Cell line: MDA-MB-231. Synergy scores: CSS=64.3, Synergy_ZIP=-3.81, Synergy_Bliss=-5.03, Synergy_Loewe=3.23, Synergy_HSA=5.71. (8) Cell line: SK-MEL-2. Drug 2: C1C(C(OC1N2C=NC3=C(N=C(N=C32)Cl)N)CO)O. Drug 1: CNC(=O)C1=CC=CC=C1SC2=CC3=C(C=C2)C(=NN3)C=CC4=CC=CC=N4. Synergy scores: CSS=1.09, Synergy_ZIP=-0.625, Synergy_Bliss=1.33, Synergy_Loewe=-4.75, Synergy_HSA=-1.80. (9) Drug 1: CC1CCC2CC(C(=CC=CC=CC(CC(C(=O)C(C(C(=CC(C(=O)CC(OC(=O)C3CCCCN3C(=O)C(=O)C1(O2)O)C(C)CC4CCC(C(C4)OC)OCCO)C)C)O)OC)C)C)C)OC. Drug 2: C1CC(=O)NC(=O)C1N2C(=O)C3=CC=CC=C3C2=O. Cell line: PC-3. Synergy scores: CSS=14.5, Synergy_ZIP=-3.68, Synergy_Bliss=-8.07, Synergy_Loewe=-25.8, Synergy_HSA=-8.12.